Dataset: Full USPTO retrosynthesis dataset with 1.9M reactions from patents (1976-2016). Task: Predict the reactants needed to synthesize the given product. (1) Given the product [CH:1]([O:4][C:5]1[C:14]2[C:9](=[CH:10][C:11]([C:15]([N:31]3[CH2:32][CH2:33][N:28]([C:25](=[O:27])[CH3:26])[CH2:29][CH2:30]3)=[O:17])=[CH:12][CH:13]=2)[CH:8]=[C:7]([NH:18][C:19]2[CH:23]=[C:22]([CH3:24])[NH:21][N:20]=2)[N:6]=1)([CH3:3])[CH3:2], predict the reactants needed to synthesize it. The reactants are: [CH:1]([O:4][C:5]1[C:14]2[C:9](=[CH:10][C:11]([C:15]([OH:17])=O)=[CH:12][CH:13]=2)[CH:8]=[C:7]([NH:18][C:19]2[CH:23]=[C:22]([CH3:24])[NH:21][N:20]=2)[N:6]=1)([CH3:3])[CH3:2].[C:25]([N:28]1[CH2:33][CH2:32][NH:31][CH2:30][CH2:29]1)(=[O:27])[CH3:26]. (2) Given the product [CH3:1][N:2]([CH3:3])[C:21](=[O:23])[CH:20]([N:16]1[CH2:17][CH2:18][CH2:19][CH:14]([NH:13][C:9]2[CH:8]=[C:7]3[C:12](=[CH:11][CH:10]=2)[NH:4][N:5]=[CH:6]3)[CH2:15]1)[C:24]1[CH:25]=[CH:26][CH:27]=[CH:28][CH:29]=1, predict the reactants needed to synthesize it. The reactants are: [CH3:1][NH:2][CH3:3].[NH:4]1[C:12]2[C:7](=[CH:8][C:9]([NH:13][CH:14]3[CH2:19][CH2:18][CH2:17][N:16]([CH:20]([C:24]4[CH:29]=[CH:28][CH:27]=[CH:26][CH:25]=4)[C:21]([OH:23])=O)[CH2:15]3)=[CH:10][CH:11]=2)[CH:6]=[N:5]1.Cl.C(N=C=NCCCN(C)C)C.ON1C2C=CC=CC=2N=N1.C(=O)([O-])O.[Na+].